This data is from Reaction yield outcomes from USPTO patents with 853,638 reactions. The task is: Predict the reaction yield, written as a fraction of the theoretical maximum amount of product (1.0 means a 100% yield; for example, 0.34 means a 34% yield). (1) The product is [Br:6][C:7]1[CH:12]=[CH:11][C:10]([N+:13]([O-:15])=[O:14])=[CH:9][C:8]=1[N:16]([CH2:2][C:3]([CH3:5])=[CH2:4])[C:17](=[O:19])[CH3:18]. The reactants are Br[CH2:2][C:3]([CH3:5])=[CH2:4].[Br:6][C:7]1[CH:12]=[CH:11][C:10]([N+:13]([O-:15])=[O:14])=[CH:9][C:8]=1[NH:16][C:17](=[O:19])[CH3:18].C(=O)([O-])[O-].[K+].[K+]. The yield is 0.850. The catalyst is CN(C=O)C. (2) The reactants are [Cl-].O[NH3+:3].[C:4](=[O:7])([O-])[OH:5].[Na+].CS(C)=O.[O:13]=[C:14]1[C:19]([CH2:20][C:21]2[CH:26]=[CH:25][C:24]([C:27]3[C:28]([C:33]#[N:34])=[CH:29][CH:30]=[CH:31][CH:32]=3)=[CH:23][CH:22]=2)=[C:18]([CH2:35][CH2:36][CH2:37][CH2:38][CH3:39])[N:17]2[N:40]=[CH:41][N:42]=[C:16]2[N:15]1[CH:43]1[CH2:48][CH2:47][O:46][CH2:45][CH2:44]1. The catalyst is C(OCC)(=O)C. The product is [O:7]=[C:4]1[O:5][N:3]=[C:33]([C:28]2[CH:29]=[CH:30][CH:31]=[CH:32][C:27]=2[C:24]2[CH:23]=[CH:22][C:21]([CH2:20][C:19]3[C:14](=[O:13])[N:15]([CH:43]4[CH2:44][CH2:45][O:46][CH2:47][CH2:48]4)[C:16]4[N:17]([N:40]=[CH:41][N:42]=4)[C:18]=3[CH2:35][CH2:36][CH2:37][CH2:38][CH3:39])=[CH:26][CH:25]=2)[NH:34]1. The yield is 0.680. (3) The reactants are [C:1](=[NH:26])([O:3][CH2:4][CH2:5][C:6]1[CH:11]=[C:10]([F:12])[C:9]([O:13][C:14]2[CH:19]=[CH:18][C:17]([Cl:20])=[C:16]([C:21]([F:24])([F:23])[F:22])[CH:15]=2)=[C:8]([F:25])[CH:7]=1)[NH2:2].[OH:27]/[CH:28]=[C:29](/[CH2:34][C:35]1[CH:36]=[N:37][CH:38]=[N:39][CH:40]=1)\[C:30](OC)=O.C([O-])([O-])=O.[K+].[K+]. The catalyst is CN1C(=O)CCC1. The product is [Cl:20][C:17]1[CH:18]=[CH:19][C:14]([O:13][C:9]2[C:10]([F:12])=[CH:11][C:6]([CH2:5][CH2:4][O:3][C:1]3[NH:2][CH:30]=[C:29]([CH2:34][C:35]4[CH:40]=[N:39][CH:38]=[N:37][CH:36]=4)[C:28](=[O:27])[N:26]=3)=[CH:7][C:8]=2[F:25])=[CH:15][C:16]=1[C:21]([F:22])([F:24])[F:23]. The yield is 0.223. (4) The reactants are [CH3:1][O:2][CH2:3][CH2:4][O:5][C:6]1[CH:18]=[CH:17][C:9]([C:10]([O:12]CCOC)=[O:11])=[C:8]([N+:19]([O-:21])=[O:20])[CH:7]=1. The catalyst is C1COCC1.CO.[Li+].[OH-]. The product is [CH3:1][O:2][CH2:3][CH2:4][O:5][C:6]1[CH:18]=[CH:17][C:9]([C:10]([OH:12])=[O:11])=[C:8]([N+:19]([O-:21])=[O:20])[CH:7]=1. The yield is 0.950. (5) The reactants are [I:1][C:2]1[CH:3]=[CH:4][C:5]([NH2:10])=[C:6]([CH:9]=1)[CH:7]=O.CCCCCCC=CCCC.[F:22][C:23]([F:32])([F:31])/[CH:24]=[CH:25]/[C:26]([O:28][CH2:29][CH3:30])=[O:27]. The catalyst is CN1CCCN(C)C1=O. The product is [I:1][C:2]1[CH:9]=[C:6]2[C:5](=[CH:4][CH:3]=1)[NH:10][CH:24]([C:23]([F:22])([F:32])[F:31])[C:25]([C:26]([O:28][CH2:29][CH3:30])=[O:27])=[CH:7]2. The yield is 0.500. (6) The reactants are [C:1]([O:5][C:6]([N:8]1[CH2:13][CH:12]=[C:11]([C:14]2[CH:15]=[CH:16][C:17]3[O:26][CH2:25][CH2:24]C4N(N=C(C5N(CC(F)(F)F)N=CN=5)C=4)[C:18]=3[CH:37]=2)[CH2:10][CH2:9]1)=[O:7])([CH3:4])([CH3:3])[CH3:2].BrC1C=CC2OCC[C:48]3[C:44](=[N:45][N:46]([C:52]4[N:53]([C:57]5[CH:62]=[CH:61][C:60]([F:63])=[CH:59][C:58]=5[F:64])[N:54]=[CH:55][N:56]=4)[CH:47]=3)C=2C=1. No catalyst specified. The product is [C:1]([O:5][C:6]([N:8]1[CH2:13][CH:12]=[C:11]([C:14]2[CH:15]=[CH:16][C:17]3[O:26][CH2:25][CH2:24][C:48]4[C:44](=[N:45][N:46]([C:52]5[N:53]([C:57]6[CH:62]=[CH:61][C:60]([F:63])=[CH:59][C:58]=6[F:64])[N:54]=[CH:55][N:56]=5)[CH:47]=4)[C:18]=3[CH:37]=2)[CH2:10][CH2:9]1)=[O:7])([CH3:2])([CH3:3])[CH3:4]. The yield is 0.770. (7) The reactants are [NH2:1][C:2]1[C:3]([C:30]([O:32]CC)=O)=[N:4][C:5]([C:23]2[CH:28]=[CH:27][CH:26]=[C:25]([OH:29])[CH:24]=2)=[N:6][C:7]=1[NH:8][C@H:9]1[CH2:14][CH2:13][C@H:12]([NH:15]C(OC(C)(C)C)=O)[CH2:11][CH2:10]1.[NH2:35]C1C(C(OCC)=O)=NC(Cl)=NC=1N[C@H]1CC[C@H](NC(OC(C)(C)C)=O)CC1.[OH:63][C:64]1C=C(B(O)O)C=CC=1.C1(P(C2CCCCC2)C2C=CC=CC=2C2C(OC)=CC=CC=2OC)CCCCC1.P([O-])([O-])([O-])=O.[K+].[K+].[K+]. The catalyst is O1CCCC1.C([O-])(=O)C.[Pd+2].C([O-])(=O)C.O. The product is [NH2:15][C@H:12]1[CH2:13][CH2:14][C@H:9]([N:8]2[C:64](=[O:63])[NH:1][C:2]3[C:7]2=[N:6][C:5]([C:23]2[CH:28]=[CH:27][CH:26]=[C:25]([OH:29])[CH:24]=2)=[N:4][C:3]=3[C:30]([NH2:35])=[O:32])[CH2:10][CH2:11]1. The yield is 0.260.